From a dataset of Full USPTO retrosynthesis dataset with 1.9M reactions from patents (1976-2016). Predict the reactants needed to synthesize the given product. (1) Given the product [CH2:27]([NH:26][C:24]([C:23]1[CH:29]=[CH:30][C:20]([N:17]2[C:1](/[CH:2]=[CH:3]/[C:4]3[CH:5]=[CH:6][CH:7]=[CH:8][CH:9]=3)=[C:11]([C:12]([OH:14])=[O:13])[N:19]=[N:18]2)=[CH:21][CH:22]=1)=[O:25])[CH3:28], predict the reactants needed to synthesize it. The reactants are: [C:1]([CH2:11][C:12]([O:14]CC)=[O:13])(=O)[CH:2]=[CH:3][C:4]1[CH:9]=[CH:8][CH:7]=[CH:6][CH:5]=1.[N:17]([C:20]1[CH:30]=[CH:29][C:23]([C:24]([NH:26][CH2:27][CH3:28])=[O:25])=[CH:22][CH:21]=1)=[N+:18]=[N-:19].[O-]CC.[Na+].O. (2) Given the product [OH:28][NH:27][C:20]([C:18]1[CH:17]=[CH:16][C:14]2[CH2:15][N:9]([CH2:8][CH2:7][C:6]3[CH:25]=[CH:26][C:3]([O:2][CH3:1])=[CH:4][CH:5]=3)[CH2:10][C:11](=[O:24])[NH:12][C:13]=2[CH:19]=1)=[O:21], predict the reactants needed to synthesize it. The reactants are: [CH3:1][O:2][C:3]1[CH:26]=[CH:25][C:6]([CH2:7][CH2:8][N:9]2[CH2:15][C:14]3[CH:16]=[CH:17][C:18]([C:20](OC)=[O:21])=[CH:19][C:13]=3[NH:12][C:11](=[O:24])[CH2:10]2)=[CH:5][CH:4]=1.[NH2:27][OH:28].[OH-].[Na+].Cl. (3) Given the product [I:16][C:9]1[CH:8]=[CH:7][C:6]2[C:5]3[C:13](=[CH:1][CH:2]=[CH:3][CH:4]=3)[CH2:12][C:11]=2[CH:10]=1, predict the reactants needed to synthesize it. The reactants are: [CH:1]1[C:13]2[CH2:12][C:11]3[C:6](=[CH:7][CH:8]=[CH:9][CH:10]=3)[C:5]=2[CH:4]=[CH:3][CH:2]=1.II.[I:16](O)(=O)(=O)=O.